Dataset: Catalyst prediction with 721,799 reactions and 888 catalyst types from USPTO. Task: Predict which catalyst facilitates the given reaction. Reactant: [CH3:1][O:2][C:3]1[CH:8]=[C:7]([CH3:9])[C:6]([S:10]([N:13]([CH2:15][C:16]2[O:20][CH:19]=[C:18]([C:21]([OH:23])=O)[CH:17]=2)[CH3:14])(=[O:12])=[O:11])=[C:5]([CH3:24])[CH:4]=1.CCN=C=NCCCN(C)C.C1C=CC2N(O)N=NC=2C=1.[CH3:46][NH:47][CH2:48][C:49]1[S:50][CH:51]=[C:52]([CH2:54][N:55]2[CH2:59][CH2:58][CH2:57][CH2:56]2)[N:53]=1.C([O-])(O)=O.[Na+]. Product: [CH3:1][O:2][C:3]1[CH:4]=[C:5]([CH3:24])[C:6]([S:10]([N:13]([CH2:15][C:16]2[O:20][CH:19]=[C:18]([C:21]([N:47]([CH3:46])[CH2:48][C:49]3[S:50][CH:51]=[C:52]([CH2:54][N:55]4[CH2:59][CH2:58][CH2:57][CH2:56]4)[N:53]=3)=[O:23])[CH:17]=2)[CH3:14])(=[O:11])=[O:12])=[C:7]([CH3:9])[CH:8]=1. The catalyst class is: 2.